From a dataset of Catalyst prediction with 721,799 reactions and 888 catalyst types from USPTO. Predict which catalyst facilitates the given reaction. (1) Reactant: [NH2:1][C:2]1[N:3]([CH3:24])[C:4](=[O:23])[C:5]2([C:15]3[C:10](=[CH:11][CH:12]=[C:13](Br)[CH:14]=3)[O:9][CH:8]([C:17]3[CH:22]=[CH:21][CH:20]=[CH:19][CH:18]=3)[CH2:7]2)[N:6]=1.[F:25][C:26]1[CH:31]=[CH:30][C:29](B(O)O)=[CH:28][C:27]=1[C:35](=[O:40])[NH:36][CH2:37][CH2:38][OH:39]. Product: [NH2:1][C:2]1[N:3]([CH3:24])[C:4](=[O:23])[C:5]2([C:15]3[C:10](=[CH:11][CH:12]=[C:13]([C:29]4[CH:30]=[CH:31][C:26]([F:25])=[C:27]([CH:28]=4)[C:35]([NH:36][CH2:37][CH2:38][OH:39])=[O:40])[CH:14]=3)[O:9][CH:8]([C:17]3[CH:22]=[CH:21][CH:20]=[CH:19][CH:18]=3)[CH2:7]2)[N:6]=1. The catalyst class is: 806. (2) Reactant: [Br:1][C:2]1[CH:10]=[C:9]2[C:5]([C:6](=[O:12])[C:7](=[O:11])[NH:8]2)=[CH:4][CH:3]=1.C([O-])([O-])=O.[K+].[K+].Br[CH2:20][CH2:21][CH2:22][CH:23]([CH2:34][CH2:35][CH2:36][CH2:37][CH2:38][CH2:39][CH2:40][CH2:41][CH2:42][CH2:43][CH2:44][CH3:45])[CH2:24][CH2:25][CH2:26][CH2:27][CH2:28][CH2:29][CH2:30][CH2:31][CH2:32][CH3:33]. Product: [Br:1][C:2]1[CH:10]=[C:9]2[C:5]([C:6](=[O:12])[C:7](=[O:11])[N:8]2[CH2:20][CH2:21][CH2:22][CH:23]([CH2:24][CH2:25][CH2:26][CH2:27][CH2:28][CH2:29][CH2:30][CH2:31][CH2:32][CH3:33])[CH2:34][CH2:35][CH2:36][CH2:37][CH2:38][CH2:39][CH2:40][CH2:41][CH2:42][CH2:43][CH2:44][CH3:45])=[CH:4][CH:3]=1. The catalyst class is: 3. (3) Reactant: [CH2:1]([N:3]1[C:7]([NH2:8])=[CH:6][CH:5]=[N:4]1)[CH3:2].N1C=CC=CC=1.Cl[C:16]([O:18][CH2:19][C:20]([Cl:23])([Cl:22])[Cl:21])=[O:17].O. Product: [CH2:1]([N:3]1[C:7]([NH:8][C:16](=[O:17])[O:18][CH2:19][C:20]([Cl:23])([Cl:22])[Cl:21])=[CH:6][CH:5]=[N:4]1)[CH3:2]. The catalyst class is: 7. (4) Reactant: [Cl:1][C:2]1[N:10]([CH2:11][CH:12]=[CH2:13])[C:9]2[C:8](=[O:14])[NH:7][C:6](=[O:15])[N:5]([CH2:16][CH2:17][CH3:18])[C:4]=2[N:3]=1.C(=O)([O-])[O-].[Cs+].[Cs+].Br[CH2:26][CH2:27][CH2:28][OH:29]. Product: [Cl:1][C:2]1[N:10]([CH2:11][CH:12]=[CH2:13])[C:9]2[C:8](=[O:14])[N:7]([CH2:26][CH2:27][CH2:28][OH:29])[C:6](=[O:15])[N:5]([CH2:16][CH2:17][CH3:18])[C:4]=2[N:3]=1. The catalyst class is: 3. (5) Reactant: [Si:1]([O:8][C:9]1([C:13]2[CH:14]=[CH:15][C:16]3[C:17]4[N:25]=[CH:24][C:23]([C:26]5[C:27]([CH3:32])=[N:28][O:29][C:30]=5[CH3:31])=[CH:22][C:18]=4[NH:19][C:20]=3[CH:21]=2)[CH2:12][O:11][CH2:10]1)([C:4]([CH3:7])([CH3:6])[CH3:5])([CH3:3])[CH3:2].[C:33]1([C@@H:39]([CH:41]2[CH2:46][CH2:45][O:44][CH2:43][CH2:42]2)O)[CH:38]=[CH:37][CH:36]=[CH:35][CH:34]=1.C1(P(C2C=CC=CC=2)C2C=CC=CC=2)C=CC=CC=1.CC(OC(/N=N/C(OC(C)C)=O)=O)C. Product: [Si:1]([O:8][C:9]1([C:13]2[CH:14]=[CH:15][C:16]3[C:17]4[N:25]=[CH:24][C:23]([C:26]5[C:27]([CH3:32])=[N:28][O:29][C:30]=5[CH3:31])=[CH:22][C:18]=4[N:19]([C@H:39]([C:33]4[CH:38]=[CH:37][CH:36]=[CH:35][CH:34]=4)[CH:41]4[CH2:42][CH2:43][O:44][CH2:45][CH2:46]4)[C:20]=3[CH:21]=2)[CH2:10][O:11][CH2:12]1)([C:4]([CH3:6])([CH3:7])[CH3:5])([CH3:2])[CH3:3]. The catalyst class is: 11. (6) Reactant: [CH3:1][C:2]1[NH:6][C:5]2[CH:7]=[C:8]([O:12][CH2:13][CH2:14][CH2:15][C:16]([O:18][CH2:19][CH3:20])=[O:17])[CH:9]=[C:10]([CH3:11])[C:4]=2[N:3]=1.C([O-])([O-])=O.[K+].[K+].CS(O[CH2:32][C:33]1[C:38]([Cl:39])=[CH:37][C:36]([O:40][CH2:41][CH2:42][CH2:43][CH2:44][CH3:45])=[CH:35][N:34]=1)(=O)=O.[NH4+].[Cl-]. Product: [Cl:39][C:38]1[C:33]([CH2:32][N:6]2[C:5]3[CH:7]=[C:8]([O:12][CH2:13][CH2:14][CH2:15][C:16]([O:18][CH2:19][CH3:20])=[O:17])[CH:9]=[C:10]([CH3:11])[C:4]=3[N:3]=[C:2]2[CH3:1])=[N:34][CH:35]=[C:36]([O:40][CH2:41][CH2:42][CH2:43][CH2:44][CH3:45])[CH:37]=1. The catalyst class is: 3. (7) Reactant: [F-].C([N+](CCCC)(CCCC)CCCC)CCC.[CH2:19]([O:22][C:23](=[O:112])[C:24](=[O:111])[CH:25]([NH:29][C:30](=[O:110])[CH:31]([NH:33][NH:34][C:35]1[CH:109]=[CH:108][C:38]([CH2:39][O:40][C:41]([N:43]2[C:49]3[CH:50]=[C:51]([O:56][CH2:57][CH2:58][CH2:59][CH2:60][CH2:61][O:62][C:63]4[C:64]([O:93][CH3:94])=[CH:65][C:66]5[C:72](=[O:73])[N:71]6[CH:74]=[C:75]([CH3:77])[CH2:76][CH:70]6[C@H:69]([O:78][Si](C(C)(C)C)(C)C)[N:68]([C:86]([O:88][CH2:89][CH:90]=[CH2:91])=[O:87])[C:67]=5[CH:92]=4)[C:52]([O:54][CH3:55])=[CH:53][C:48]=3[C:47](=[O:95])[N:46]3[CH:96]=[C:97]([CH3:99])[CH2:98][CH:45]3[C@@H:44]2[O:100][Si](C(C)(C)C)(C)C)=[O:42])=[CH:37][CH:36]=1)[CH3:32])[CH:26]([CH3:28])[CH3:27])[CH:20]=[CH2:21]. Product: [CH2:19]([O:22][C:23](=[O:112])[C:24](=[O:111])[CH:25]([NH:29][C:30](=[O:110])[CH:31]([NH:33][NH:34][C:35]1[CH:109]=[CH:108][C:38]([CH2:39][O:40][C:41]([N:43]2[C:49]3[CH:50]=[C:51]([O:56][CH2:57][CH2:58][CH2:59][CH2:60][CH2:61][O:62][C:63]4[C:64]([O:93][CH3:94])=[CH:65][C:66]5[C:72](=[O:73])[N:71]6[CH:74]=[C:75]([CH3:77])[CH2:76][CH:70]6[C@H:69]([OH:78])[N:68]([C:86]([O:88][CH2:89][CH:90]=[CH2:91])=[O:87])[C:67]=5[CH:92]=4)[C:52]([O:54][CH3:55])=[CH:53][C:48]=3[C:47](=[O:95])[N:46]3[CH:96]=[C:97]([CH3:99])[CH2:98][CH:45]3[C@@H:44]2[OH:100])=[O:42])=[CH:37][CH:36]=1)[CH3:32])[CH:26]([CH3:28])[CH3:27])[CH:20]=[CH2:21]. The catalyst class is: 7.